Dataset: Forward reaction prediction with 1.9M reactions from USPTO patents (1976-2016). Task: Predict the product of the given reaction. Given the reactants [N:1]1[CH:6]=[CH:5][C:4]([CH:7]2[NH:19][C:17]3[C:18]4[C:9](=[N:10][NH:11][C:12](=[O:20])[C:13]=4[CH:14]=[CH:15][CH:16]=3)[CH:8]2[C:21]2[CH:26]=[CH:25][N:24]=[CH:23][CH:22]=2)=[CH:3][CH:2]=1, predict the reaction product. The product is: [NH:24]1[CH2:25][CH2:26][CH:21]([CH:8]2[C:9]3=[N:10][NH:11][C:12](=[O:20])[C:13]4[CH:14]=[CH:15][CH:16]=[C:17]([C:18]=43)[NH:19][CH:7]2[C:4]2[CH:3]=[CH:2][N:1]=[CH:6][CH:5]=2)[CH2:22][CH2:23]1.